From a dataset of Reaction yield outcomes from USPTO patents with 853,638 reactions. Predict the reaction yield, written as a fraction of the theoretical maximum amount of product (1.0 means a 100% yield; for example, 0.34 means a 34% yield). (1) The reactants are [CH3:1][O:2][C:3]1[C:8]2[N:9]=[C:10]([NH:12][C:13](=[O:22])[C:14]3[CH:19]=[CH:18][C:17]([CH2:20][NH2:21])=[CH:16][CH:15]=3)[S:11][C:7]=2[C:6]([N:23]2[CH2:28][CH2:27][O:26][CH2:25][CH2:24]2)=[CH:5][CH:4]=1.[C:29](Cl)(=[O:32])[CH2:30][CH3:31]. No catalyst specified. The product is [CH3:1][O:2][C:3]1[C:8]2[N:9]=[C:10]([NH:12][C:13](=[O:22])[C:14]3[CH:19]=[CH:18][C:17]([CH2:20][NH:21][C:29](=[O:32])[CH2:30][CH3:31])=[CH:16][CH:15]=3)[S:11][C:7]=2[C:6]([N:23]2[CH2:28][CH2:27][O:26][CH2:25][CH2:24]2)=[CH:5][CH:4]=1. The yield is 0.340. (2) The reactants are [Br:1][C:2]1[CH:3]=[N:4][C:5]2[C:10]([CH:11]=1)=[N:9][CH:8]=[CH:7][CH:6]=2.ClC1C=CC=C(C(OO)=[O:20])C=1. The catalyst is ClCCl. The product is [Br:1][C:2]1[CH:3]=[N:4][C:5]2[CH:6]=[CH:7][CH:8]=[N+:9]([O-:20])[C:10]=2[CH:11]=1. The yield is 0.740. (3) The reactants are [F:1][CH:2]([F:6])[C:3](O)=[O:4].CN(C(ON1N=NC2C=CC=CC1=2)=[N+](C)C)C.F[P-](F)(F)(F)(F)F.CCN(C(C)C)C(C)C.[O:40]1[CH2:45][CH2:44][N:43]([C:46]2[N:51]=[C:50]([N:52]3[CH2:57][CH2:56][O:55][CH2:54][CH2:53]3)[N:49]=[C:48]([C:58]3[CH:64]=[CH:63][C:61]([NH2:62])=[CH:60][CH:59]=3)[N:47]=2)[CH2:42][CH2:41]1. The catalyst is CN(C=O)C. The product is [N:43]1([C:46]2[N:51]=[C:50]([N:52]3[CH2:57][CH2:56][O:55][CH2:54][CH2:53]3)[N:49]=[C:48]([C:58]3[CH:64]=[CH:63][C:61]([NH:62][C:3](=[O:4])[CH:2]([F:6])[F:1])=[CH:60][CH:59]=3)[N:47]=2)[CH2:42][CH2:41][O:40][CH2:45][CH2:44]1. The yield is 0.460.